Dataset: Forward reaction prediction with 1.9M reactions from USPTO patents (1976-2016). Task: Predict the product of the given reaction. Given the reactants [Si:1]([O:8][C@H:9]1[C@H:22](/[CH:23]=[CH:24]/[C@@H:25]([O:31][Si](C(C)(C)C)(C)C)[CH2:26][CH2:27][CH2:28][CH2:29][CH3:30])[C@H:12]2[CH2:13][C:14]3[CH:15]=[CH:16][CH:17]=[C:18]([OH:21])[C:19]=3[CH2:20][C@H:11]2[CH2:10]1)([C:4]([CH3:7])([CH3:6])[CH3:5])([CH3:3])[CH3:2].[OH-].[Na+].Cl.[C:42]([O:45][CH2:46]C)(=[O:44])[CH3:43], predict the reaction product. The product is: [Si:1]([O:8][C@H:9]1[C@H:22](/[CH:23]=[CH:24]/[C@@H:25]([OH:31])[CH2:26][CH2:27][CH2:28][CH2:29][CH3:30])[C@H:12]2[CH2:13][C:14]3[C:19]([CH2:20][C@H:11]2[CH2:10]1)=[C:18]([O:21][CH2:43][C:42]([O:45][CH3:46])=[O:44])[CH:17]=[CH:16][CH:15]=3)([C:4]([CH3:7])([CH3:6])[CH3:5])([CH3:3])[CH3:2].